From a dataset of Forward reaction prediction with 1.9M reactions from USPTO patents (1976-2016). Predict the product of the given reaction. The product is: [CH2:1]([NH:3][C:4](=[O:5])[NH:6][C:7]1[CH:12]=[C:11]([NH:13][C:14]2[CH:15]=[CH:16][C:17]([C:18]([OH:20])=[O:19])=[CH:22][CH:23]=2)[C:10]([C:24](=[O:32])[NH:25][C:26]2[CH:27]=[N:28][CH:29]=[CH:30][CH:31]=2)=[CH:9][N:8]=1)[CH3:2]. Given the reactants [CH2:1]([NH:3][C:4]([NH:6][C:7]1[CH:12]=[C:11]([NH:13][C:14]2[CH:23]=[CH:22][C:17]([C:18]([O:20]C)=[O:19])=[CH:16][CH:15]=2)[C:10]([C:24](=[O:32])[NH:25][C:26]2[CH:27]=[N:28][CH:29]=[CH:30][CH:31]=2)=[CH:9][N:8]=1)=[O:5])[CH3:2].O.[OH-].[Na+].Cl, predict the reaction product.